From a dataset of Full USPTO retrosynthesis dataset with 1.9M reactions from patents (1976-2016). Predict the reactants needed to synthesize the given product. (1) Given the product [NH2:5][C:6]1[S:7][CH:8]=[C:9]([C:11]2[CH:12]=[CH:13][C:14]([C:15]#[N:16])=[CH:17][CH:18]=2)[N:10]=1, predict the reactants needed to synthesize it. The reactants are: CC(C)CC[NH:5][C:6]1[S:7][CH:8]=[C:9]([C:11]2[CH:18]=[CH:17][C:14]([CH2:15][NH2:16])=[CH:13][CH:12]=2)[N:10]=1.[H-].[Al+3].[Li+].[H-].[H-].[H-].CC(C)CCNC1SC=C(C2C=CC(C#N)=CC=2)N=1. (2) Given the product [F:1][C:2]1[CH:3]=[C:4]([S:27]([NH:31][C:32]2[S:33][CH:34]=[CH:35][N:36]=2)(=[O:29])=[O:28])[CH:5]=[CH:6][C:7]=1[O:8][C:9]1[CH:14]=[CH:13][C:12]([C:15]2[CH:20]=[CH:19][CH:18]=[CH:17][CH:16]=2)=[CH:11][C:10]=1[C:21]1[N:25]([CH3:26])[N:24]=[CH:23][CH:22]=1, predict the reactants needed to synthesize it. The reactants are: [F:1][C:2]1[CH:3]=[C:4]([S:27](Cl)(=[O:29])=[O:28])[CH:5]=[CH:6][C:7]=1[O:8][C:9]1[CH:14]=[CH:13][C:12]([C:15]2[CH:20]=[CH:19][CH:18]=[CH:17][CH:16]=2)=[CH:11][C:10]=1[C:21]1[N:25]([CH3:26])[N:24]=[CH:23][CH:22]=1.[NH2:31][C:32]1[S:33][CH:34]=[CH:35][N:36]=1. (3) Given the product [Cl:1][C:2]1[C:10]([S:11][CH3:12])=[CH:9][C:8]([CH3:13])=[CH:7][C:3]=1[C:4]([NH:14][C:15]1[N:19]([CH3:20])[N:18]=[N:17][N:16]=1)=[O:5], predict the reactants needed to synthesize it. The reactants are: [Cl:1][C:2]1[C:10]([S:11][CH3:12])=[CH:9][C:8]([CH3:13])=[CH:7][C:3]=1[C:4](O)=[O:5].[NH2:14][C:15]1[N:19]([CH3:20])[N:18]=[N:17][N:16]=1.C(Cl)(=O)C(Cl)=O. (4) Given the product [NH2:6][C:5]1[CH:7]=[CH:8][C:2](/[C:12](/[CH3:13])=[CH:11]/[C:10]([O:15][CH2:16][CH3:17])=[O:14])=[C:3]([Cl:9])[CH:4]=1, predict the reactants needed to synthesize it. The reactants are: Br[C:2]1[CH:8]=[CH:7][C:5]([NH2:6])=[CH:4][C:3]=1[Cl:9].[C:10]([O:15][CH2:16][CH3:17])(=[O:14])/[CH:11]=[CH:12]/[CH3:13].NC1C(F)=CC(/C(/C)=C/C(OCC)=O)=C(F)C=1.